This data is from Forward reaction prediction with 1.9M reactions from USPTO patents (1976-2016). The task is: Predict the product of the given reaction. (1) Given the reactants Br[CH2:2][CH2:3][CH2:4][CH2:5][O:6][C:7]1[CH:12]=[CH:11][N:10]2[N:13]=[CH:14][CH:15]=[C:9]2[CH:8]=1.[CH3:16][O:17][C:18]1[CH:23]=[CH:22][CH:21]=[CH:20][C:19]=1[N:24]1[CH2:30][CH2:29][CH2:28][NH:27][CH2:26][CH2:25]1, predict the reaction product. The product is: [CH3:16][O:17][C:18]1[CH:23]=[CH:22][CH:21]=[CH:20][C:19]=1[N:24]1[CH2:30][CH2:29][CH2:28][N:27]([CH2:2][CH2:3][CH2:4][CH2:5][O:6][C:7]2[CH:12]=[CH:11][N:10]3[N:13]=[CH:14][CH:15]=[C:9]3[CH:8]=2)[CH2:26][CH2:25]1. (2) Given the reactants O[CH:2]1[C:6]2[CH:7]=[C:8]([NH:13][C:14](=[O:20])[CH2:15][C:16]([CH3:19])([CH3:18])[CH3:17])[C:9]([CH3:12])=[C:10]([CH3:11])[C:5]=2[O:4][C:3]1([CH3:22])[CH3:21].[CH3:23][O:24][C:25]1[CH:30]=[CH:29][CH:28]=[CH:27][C:26]=1[NH2:31], predict the reaction product. The product is: [CH3:23][O:24][C:25]1[CH:30]=[CH:29][CH:28]=[CH:27][C:26]=1[NH:31][CH:2]1[C:6]2[CH:7]=[C:8]([NH:13][C:14](=[O:20])[CH2:15][C:16]([CH3:17])([CH3:19])[CH3:18])[C:9]([CH3:12])=[C:10]([CH3:11])[C:5]=2[O:4][C:3]1([CH3:21])[CH3:22]. (3) Given the reactants [CH:1]([C:4]1[CH:5]=[C:6]([CH:29]=[CH:30][CH:31]=1)[O:7][CH:8]([CH3:28])[C:9]([NH:11][C:12]1[CH:17]=[CH:16][C:15]([CH:18]([C:25]#[C:26][CH3:27])[CH2:19][C:20]([O:22]CC)=[O:21])=[CH:14][CH:13]=1)=[O:10])([CH3:3])[CH3:2].O.Cl, predict the reaction product. The product is: [CH:1]([C:4]1[CH:5]=[C:6]([CH:29]=[CH:30][CH:31]=1)[O:7][CH:8]([CH3:28])[C:9]([NH:11][C:12]1[CH:13]=[CH:14][C:15]([CH:18]([C:25]#[C:26][CH3:27])[CH2:19][C:20]([OH:22])=[O:21])=[CH:16][CH:17]=1)=[O:10])([CH3:2])[CH3:3]. (4) The product is: [NH2:1][C@@H:2]([C:7]([NH:9][C@H:10]([C:15]([NH:68][C@H:69]([C:94]([N:96]1[CH2:105][CH2:104][CH2:103][C@H:97]1[C:98]([NH:100][CH2:101][CH3:102])=[O:99])=[O:95])[CH2:70][CH2:71][CH2:72][NH:73][C:74](=[NH:93])[NH:75][S:76]([C:79]1[C:91]([CH3:92])=[C:90]2[C:84]([O:85][C:86]([CH2:89]2)([CH3:87])[CH3:88])=[C:82]([CH3:83])[C:80]=1[CH3:81])(=[O:78])=[O:77])=[O:16])[CH2:11][CH:12]([CH3:14])[CH3:13])=[O:8])[CH2:3][CH:4]([CH3:6])[CH3:5]. Given the reactants [NH:1](C(OCC1C2C(=CC=CC=2)C2C1=CC=CC=2)=O)[C@@H:2]([C:7]([NH:9][C@H:10]([C:15](O)=[O:16])[CH2:11][CH:12]([CH3:14])[CH3:13])=[O:8])[CH2:3][CH:4]([CH3:6])[CH3:5].CCN(C(C)C)C(C)C.CN(C(ON1N=NC2C=CC=CC1=2)=[N+](C)C)C.F[P-](F)(F)(F)(F)F.[NH2:68][C@H:69]([C:94]([N:96]1[CH2:105][CH2:104][CH2:103][C@H:97]1[C:98]([NH:100][CH2:101][CH3:102])=[O:99])=[O:95])[CH2:70][CH2:71][CH2:72][NH:73][C:74](=[NH:93])[NH:75][S:76]([C:79]1[C:91]([CH3:92])=[C:90]2[C:84]([O:85][C:86]([CH2:89]2)([CH3:88])[CH3:87])=[C:82]([CH3:83])[C:80]=1[CH3:81])(=[O:78])=[O:77], predict the reaction product. (5) The product is: [Cl:1][C:2]1[CH:10]=[C:9]2[C:5]([CH:6]=[C:7]([C:11]([O:13][CH3:14])=[O:12])[N:8]2[CH2:18][C:19]#[N:20])=[CH:4][CH:3]=1. Given the reactants [Cl:1][C:2]1[CH:10]=[C:9]2[C:5]([CH:6]=[C:7]([C:11]([O:13][CH3:14])=[O:12])[NH:8]2)=[CH:4][CH:3]=1.[H-].[Na+].Cl[CH2:18][C:19]#[N:20], predict the reaction product. (6) The product is: [CH3:13][O:5][C:4](=[O:6])[C:3]1[CH:7]=[C:8]([Cl:12])[CH:9]=[C:10]([CH3:11])[C:2]=1[NH2:1]. Given the reactants [NH2:1][C:2]1[C:10]([CH3:11])=[CH:9][C:8]([Cl:12])=[CH:7][C:3]=1[C:4]([OH:6])=[O:5].[C:13](=O)([O-])[O-].[K+].[K+].S(OC)(OC)(=O)=O.[Cl-].[Na+], predict the reaction product.